From a dataset of Full USPTO retrosynthesis dataset with 1.9M reactions from patents (1976-2016). Predict the reactants needed to synthesize the given product. (1) The reactants are: [CH3:1][C:2]1[CH:7]=[CH:6][C:5]([C:8]2[O:9][C:10]([CH3:13])=[N:11][N:12]=2)=[CH:4][C:3]=1[C:14]1[CH:19]=[CH:18][C:17]([C:20](O)=[O:21])=[CH:16][CH:15]=1.[CH2:23]([O:30][C:31]1[CH:32]=[C:33]([CH:35]=[CH:36][CH:37]=1)[NH2:34])[C:24]1[CH:29]=[CH:28][CH:27]=[CH:26][CH:25]=1. Given the product [CH2:23]([O:30][C:31]1[CH:32]=[C:33]([NH:34][C:20]([C:17]2[CH:18]=[CH:19][C:14]([C:3]3[CH:4]=[C:5]([C:8]4[O:9][C:10]([CH3:13])=[N:11][N:12]=4)[CH:6]=[CH:7][C:2]=3[CH3:1])=[CH:15][CH:16]=2)=[O:21])[CH:35]=[CH:36][CH:37]=1)[C:24]1[CH:25]=[CH:26][CH:27]=[CH:28][CH:29]=1, predict the reactants needed to synthesize it. (2) Given the product [Br:1][C:2]1[CH:9]=[CH:8][C:5]([CH2:6][N:27]2[CH2:26][CH2:25][N:24]([C:30]([O:32][N:51]3[C:52](=[O:19])[CH2:53][CH2:49][C:47]3=[O:48])=[O:31])[CH2:29][CH2:28]2)=[C:4]([O:17][C:11]2[CH:16]=[CH:15][CH:14]=[CH:13][CH:12]=2)[CH:3]=1, predict the reactants needed to synthesize it. The reactants are: [Br:1][C:2]1[CH:9]=[CH:8][C:5]([CH:6]=O)=[C:4](F)[CH:3]=1.[C:11]1([OH:17])[CH:16]=[CH:15][CH:14]=[CH:13][CH:12]=1.C([O-])([O-])=[O:19].[K+].[K+].[N:24]1([C:30]([O:32]C(C)(C)C)=[O:31])[CH2:29][CH2:28][NH:27][CH2:26][CH2:25]1.[BH-](O[C:47]([CH3:49])=[O:48])(OC(C)=O)OC(C)=O.[Na+].[NH:51]1CCN[CH2:53][CH2:52]1.CN1CCOCC1.[Si](I)(C)(C)C. (3) Given the product [NH2:1][C:2]1[N:3]=[C:4]([C:21]2[CH:26]=[CH:25][CH:24]=[CH:23][CH:22]=2)[C:5]([C:11]2[CH:12]=[CH:13][C:14](=[O:20])[N:15]([CH:17]([CH3:19])[CH3:18])[N:16]=2)=[C:6]([N:27]2[CH2:32][CH2:31][NH:30][CH2:29][CH2:28]2)[N:7]=1, predict the reactants needed to synthesize it. The reactants are: [NH2:1][C:2]1[N:7]=[C:6](S(C)=O)[C:5]([C:11]2[CH:12]=[CH:13][C:14](=[O:20])[N:15]([CH:17]([CH3:19])[CH3:18])[N:16]=2)=[C:4]([C:21]2[CH:26]=[CH:25][CH:24]=[CH:23][CH:22]=2)[N:3]=1.[NH:27]1[CH2:32][CH2:31][NH:30][CH2:29][CH2:28]1.O. (4) Given the product [Br:1][C:2]1[CH:7]=[CH:6][C:5]([CH2:8][CH2:9][OH:10])=[C:4]([Cl:21])[CH:3]=1, predict the reactants needed to synthesize it. The reactants are: [Br:1][C:2]1[CH:7]=[CH:6][C:5]([CH2:8][CH2:9][OH:10])=[C:4](C)[CH:3]=1.BrC1C=CC(C=C)=C([Cl:21])C=1.B1C2CCCC1CCC2. (5) Given the product [Br:3][C:4]1[CH:5]=[CH:6][C:7]2[CH2:13][CH2:12][CH2:11][C:10]([C:14]([O:16][CH3:17])=[O:15])=[C:9]([CH3:1])[C:8]=2[CH:26]=1, predict the reactants needed to synthesize it. The reactants are: [CH3:1][Li].[Br:3][C:4]1[CH:5]=[CH:6][C:7]2[CH2:13][CH2:12][CH2:11][C:10]([C:14]([O:16][CH3:17])=[O:15])=[C:9](OS(C(F)(F)F)(=O)=O)[C:8]=2[CH:26]=1. (6) Given the product [CH3:10][O:8][CH:4]([CH2:5][CH:6]=[CH2:7])[CH2:3][CH:2]=[CH2:1], predict the reactants needed to synthesize it. The reactants are: [CH2:1]=[CH:2][CH2:3][CH:4]([OH:8])[CH2:5][CH:6]=[CH2:7].I[CH3:10].[H-].[Na+]. (7) Given the product [CH:1]1[C:11]2[C:10]3=[CH:12][C:13]4[CH:14]=[CH:15][C:16]([C:19]([OH:21])=[O:20])=[CH:17][C:18]=4[N:9]3[CH2:8][CH:7]=[CH:6][C:5]=2[CH:4]=[CH:3][CH:2]=1, predict the reactants needed to synthesize it. The reactants are: [CH:1]1[C:11]2[C:10]3=[CH:12][C:13]4[CH:14]=[CH:15][C:16]([C:19]([O:21]C)=[O:20])=[CH:17][C:18]=4[N:9]3[CH2:8][CH:7]=[CH:6][C:5]=2[CH:4]=[CH:3][CH:2]=1.N1(C(OC(C)(C)C)=O)CCNCC1.C(N(CC)CC)C.CN(C(ON1N=NC2C=CC=NC1=2)=[N+](C)C)C.F[P-](F)(F)(F)(F)F.